Dataset: Full USPTO retrosynthesis dataset with 1.9M reactions from patents (1976-2016). Task: Predict the reactants needed to synthesize the given product. (1) Given the product [Cl:9][C:10]1[C:15]([N:16]2[CH2:21][CH2:20][CH:19]([C:22]3[CH:27]=[C:26]([O:28][CH3:29])[CH:25]=[CH:24][C:23]=3[O:30][CH3:31])[CH2:18][CH2:17]2)=[CH:14][N:13]=[N:12][C:11]=1[NH:32][NH:33][C:4](=[O:5])[CH2:3][C:2]([F:8])([F:7])[F:1], predict the reactants needed to synthesize it. The reactants are: [F:1][C:2]([F:8])([F:7])[CH2:3][C:4](Cl)=[O:5].[Cl:9][C:10]1[C:15]([N:16]2[CH2:21][CH2:20][CH:19]([C:22]3[CH:27]=[C:26]([O:28][CH3:29])[CH:25]=[CH:24][C:23]=3[O:30][CH3:31])[CH2:18][CH2:17]2)=[CH:14][N:13]=[N:12][C:11]=1[NH:32][NH2:33].C(=O)(O)[O-].[Na+]. (2) The reactants are: [CH2:1]([O:3][CH2:4][C@@H:5]1[CH2:9][O:8][C:7](=[O:10])[N:6]1[C:11]1[CH:16]=[CH:15][C:14]([C:17]([N:19]2[CH2:24][CH2:23][NH:22][CH2:21][CH2:20]2)=[O:18])=[C:13]([F:25])[CH:12]=1)[CH3:2].Cl[C:27]1[C:32]([Cl:33])=[CH:31][C:30]([Cl:34])=[CH:29][N:28]=1. Given the product [Cl:33][C:32]1[C:27]([N:22]2[CH2:23][CH2:24][N:19]([C:17]([C:14]3[CH:15]=[CH:16][C:11]([N:6]4[C@H:5]([CH2:4][O:3][CH2:1][CH3:2])[CH2:9][O:8][C:7]4=[O:10])=[CH:12][C:13]=3[F:25])=[O:18])[CH2:20][CH2:21]2)=[N:28][CH:29]=[C:30]([Cl:34])[CH:31]=1, predict the reactants needed to synthesize it. (3) Given the product [N:1]1([CH2:6][CH2:7][CH2:8][C:9]2[CH:10]=[C:11]3[C:15](=[CH:16][CH:17]=2)[NH:14][C:13]([CH:18]=[O:19])=[CH:12]3)[CH2:5][CH2:4][CH2:3][CH2:2]1, predict the reactants needed to synthesize it. The reactants are: [N:1]1([CH2:6][CH2:7][CH2:8][C:9]2[CH:10]=[C:11]3[C:15](=[CH:16][CH:17]=2)[NH:14][C:13]([CH2:18][OH:19])=[CH:12]3)[CH2:5][CH2:4][CH2:3][CH2:2]1. (4) Given the product [CH3:1][O:2][C:3](=[O:33])[CH:4]([C:5]1[C:10]([CH3:11])=[CH:9][C:8]([NH2:12])=[C:7]([CH:15]2[CH2:17][CH2:16]2)[C:6]=1[C:18]1[CH:19]=[C:20]2[C:25](=[CH:26][CH:27]=1)[O:24][CH2:23][CH2:22][CH2:21]2)[O:28][C:29]([CH3:32])([CH3:30])[CH3:31], predict the reactants needed to synthesize it. The reactants are: [CH3:1][O:2][C:3](=[O:33])[CH:4]([O:28][C:29]([CH3:32])([CH3:31])[CH3:30])[C:5]1[C:10]([CH3:11])=[CH:9][C:8]([N+:12]([O-])=O)=[C:7]([CH:15]2[CH2:17][CH2:16]2)[C:6]=1[C:18]1[CH:19]=[C:20]2[C:25](=[CH:26][CH:27]=1)[O:24][CH2:23][CH2:22][CH2:21]2. (5) Given the product [Br:16][C:8]1[N:5]2[N:6]=[CH:7][C:2]([CH3:1])=[CH:3][C:4]2=[N:10][CH:9]=1, predict the reactants needed to synthesize it. The reactants are: [CH3:1][C:2]1[CH:7]=[N:6][N:5]2[CH:8]=[CH:9][N:10]=[C:4]2[CH:3]=1.C([O-])(=O)C.[Na+].[Br:16]Br. (6) Given the product [OH:19][C@H:17]1[CH2:16][N:11]2[C:12](=[O:15])[CH2:13][CH2:14][N:8]([C:35]([O:37][C:38]([CH3:39])([CH3:40])[CH3:41])=[O:36])[CH2:9][C@H:10]2[CH2:18]1, predict the reactants needed to synthesize it. The reactants are: C([N:8]1[CH2:14][CH2:13][C:12](=[O:15])[N:11]2[CH2:16][C@H:17]([O:19]CC3C=CC=CC=3)[CH2:18][C@@H:10]2[CH2:9]1)C1C=CC=CC=1.[C:35](O[C:35]([O:37][C:38]([CH3:41])([CH3:40])[CH3:39])=[O:36])([O:37][C:38]([CH3:41])([CH3:40])[CH3:39])=[O:36]. (7) Given the product [C:25]([NH:28][C:29]1[C:34]([F:35])=[C:33]([C:9]2[CH:14]=[CH:13][C:12]([Cl:15])=[C:11]([O:16][CH3:17])[C:10]=2[F:18])[N:32]=[C:31]([C:37]([O:39][CH3:40])=[O:38])[CH:30]=1)(=[O:27])[CH3:26], predict the reactants needed to synthesize it. The reactants are: NC1C(F)=C([C:9]2[CH:14]=[CH:13][C:12]([Cl:15])=[C:11]([O:16][CH3:17])[C:10]=2[F:18])N=C(C(OC(C)C)=O)C=1.[C:25]([NH:28][C:29]1[C:34]([F:35])=[C:33](Br)[N:32]=[C:31]([C:37]([O:39][CH3:40])=[O:38])[CH:30]=1)(=[O:27])[CH3:26].